Dataset: Forward reaction prediction with 1.9M reactions from USPTO patents (1976-2016). Task: Predict the product of the given reaction. (1) Given the reactants [OH-:1].[Na+].[CH3:3][O:4][C:5]1[C:14]([O:15][CH3:16])=[CH:13][CH:12]=[C:11]2[C:6]=1C[O:8][C:9]2=[O:10].[Mn]([O-])(=O)(=O)=O.[K+].[CH2:23]([OH:25])C, predict the reaction product. The product is: [CH3:16][O:15][C:14]1[CH:13]=[C:12]([C:23]([OH:25])=[O:1])[C:11](=[CH:6][C:5]=1[O:4][CH3:3])[C:9]([OH:8])=[O:10]. (2) Given the reactants [Br:1][C:2]1[CH:3]=[CH:4][C:5]([CH:8]=[O:9])=[N:6][CH:7]=1.[BH4-].[Na+], predict the reaction product. The product is: [Br:1][C:2]1[CH:3]=[CH:4][C:5]([CH2:8][OH:9])=[N:6][CH:7]=1. (3) Given the reactants Cl.[NH2:2]O.C(=O)(O)[O-].[Na+].O.[CH2:10]=[C:11]([C:13]1[NH:23][C:16]2[CH:17]=[N:18][C:19]([C:21]#[N:22])=[CH:20][C:15]=2[N:14]=1)[CH3:12], predict the reaction product. The product is: [CH2:10]=[C:11]([C:13]1[NH:23][C:16]2[CH:17]=[N:18][C:19]([C:21](=[NH:2])[NH2:22])=[CH:20][C:15]=2[N:14]=1)[CH3:12]. (4) Given the reactants [C:1]([O:5][C:6]([C:8]1([C:18]([OH:20])=O)[CH2:17][CH2:16][C:15]2[C:10](=[CH:11][CH:12]=[CH:13][CH:14]=2)[CH2:9]1)=[O:7])([CH3:4])([CH3:3])[CH3:2].CCN(CC)CC.P([N:44]=[N+:45]=[N-:46])(OC1C=CC=CC=1)(OC1C=CC=CC=1)=O, predict the reaction product. The product is: [C:1]([O:5][C:6]([C:8]1([C:18]([N:44]=[N+:45]=[N-:46])=[O:20])[CH2:17][CH2:16][C:15]2[C:10](=[CH:11][CH:12]=[CH:13][CH:14]=2)[CH2:9]1)=[O:7])([CH3:4])([CH3:3])[CH3:2]. (5) Given the reactants [S:1]1[C:5]2[CH:6]=[CH:7][CH:8]=[CH:9][C:4]=2[N:3]=[C:2]1[C:10]1[C:11]2[CH2:22][CH2:21][CH2:20][CH2:19][C:12]=2[S:13][C:14]=1[NH:15][C:16](=[O:18])[CH3:17].ClC1C(=O)C(C#N)=C(C#N)C(=O)C=1Cl, predict the reaction product. The product is: [S:1]1[C:5]2[CH:6]=[CH:7][CH:8]=[CH:9][C:4]=2[N:3]=[C:2]1[C:10]1[C:11]2[CH:22]=[CH:21][CH:20]=[CH:19][C:12]=2[S:13][C:14]=1[NH:15][C:16](=[O:18])[CH3:17]. (6) Given the reactants Br[C:2]1[CH:15]=[CH:14][CH:13]=[CH:12][C:3]=1[CH2:4][NH:5][C:6](=[O:11])[C:7]([F:10])([F:9])[F:8].[NH2:16][C:17]1[CH:22]=[CH:21][CH:20]=[CH:19][CH:18]=1.C1C=CC(P(C2C=CC=CC=2)C2C=CC=CC=2)=CC=1.C([O-])([O-])=O.[K+].[K+], predict the reaction product. The product is: [NH2:16][C:17]1[CH:22]=[CH:21][C:20]([C:2]2[CH:15]=[CH:14][CH:13]=[CH:12][C:3]=2[CH2:4][NH:5][C:6](=[O:11])[C:7]([F:10])([F:9])[F:8])=[CH:19][CH:18]=1. (7) Given the reactants [CH:1]12[C:9](=[C:10]([C:26]3[CH:31]=[CH:30][C:29]([OH:32])=[CH:28][CH:27]=3)[C:11]3[CH:16]=CC(/C=C/C(OC(C)(C)C)=O)=C[CH:12]=3)[CH:5]([CH2:6][CH2:7][CH2:8]1)CCC2.C(N(CC)[CH:37]([CH3:39])[CH3:38])(C)C.[CH2:42]([OH:46])[CH2:43][C:44]#[CH:45].[NH4+].[Cl-], predict the reaction product. The product is: [OH:46][CH2:42][CH2:43][C:44]#[C:45][C:7]1[CH:6]=[CH:5][C:9]([C:10](=[C:11]2[CH2:12][C:9]([CH3:10])([CH3:1])[CH2:5][C:37]([CH3:38])([CH3:39])[CH2:16]2)[C:26]2[CH:27]=[CH:28][C:29]([OH:32])=[CH:30][CH:31]=2)=[CH:1][CH:8]=1. (8) Given the reactants O=[C:2]1[C:11]2[C:6](=[CH:7][CH:8]=[CH:9][CH:10]=2)[S:5][CH:4]([C:12]([OH:14])=[O:13])[CH2:3]1.[C:15]1([NH:21]N)[CH:20]=[CH:19][CH:18]=[CH:17][CH:16]=1.[CH3:23][CH2:24]O, predict the reaction product. The product is: [CH2:23]([O:14][C:12]([CH:4]1[C:3]2[C:20]3[C:15](=[CH:16][CH:17]=[CH:18][CH:19]=3)[NH:21][C:2]=2[C:11]2[CH:10]=[CH:9][CH:8]=[CH:7][C:6]=2[S:5]1)=[O:13])[CH3:24]. (9) Given the reactants C(OC([N:8]1[CH2:13][CH2:12][CH:11]([O:14][C:15]2[C:29]([Cl:30])=[CH:28][C:18]3[C:19]([CH3:27])=[C:20]([C:22]([O:24][CH2:25][CH3:26])=[O:23])[O:21][C:17]=3[CH:16]=2)[CH2:10][CH2:9]1)=O)(C)(C)C.[ClH:31], predict the reaction product. The product is: [CH2:25]([O:24][C:22]([C:20]1[O:21][C:17]2[CH:16]=[C:15]([O:14][CH:11]3[CH2:12][CH2:13][NH:8][CH2:9][CH2:10]3)[C:29]([Cl:30])=[CH:28][C:18]=2[C:19]=1[CH3:27])=[O:23])[CH3:26].[ClH:31]. (10) Given the reactants [Cl:1][C:2]1[C:10]2[N:9]=[C:8]3[N:11]([C:15]4[CH:20]=[CH:19][C:18]([Cl:21])=[CH:17][C:16]=4[Cl:22])[CH2:12][CH2:13][CH2:14][N:7]3[C:6]=2[C:5]([CH:23]([OH:28])[C:24]([F:27])([F:26])[F:25])=[CH:4][CH:3]=1.C(OC=C)(=O)C.C(=O)([O-])[O-].[Na+].[Na+].C([Zn]CC)C.CCC[CH2:49][CH2:50][CH3:51], predict the reaction product. The product is: [Cl:1][C:2]1[C:10]2[N:9]=[C:8]3[N:11]([C:15]4[CH:20]=[CH:19][C:18]([Cl:21])=[CH:17][C:16]=4[Cl:22])[CH2:12][CH2:13][CH2:14][N:7]3[C:6]=2[C:5]([CH:23]([O:28][CH:49]2[CH2:50][CH2:51]2)[C:24]([F:25])([F:26])[F:27])=[CH:4][CH:3]=1.